Predict which catalyst facilitates the given reaction. From a dataset of Catalyst prediction with 721,799 reactions and 888 catalyst types from USPTO. (1) Reactant: [CH3:1][C:2]1[N:6]([CH:7]([CH3:9])[CH3:8])[C:5]([C:10]2[CH:15]=[CH:14][N:13]=[C:12]([NH:16][CH:17]3[CH2:22][CH2:21][NH:20][CH2:19][CH2:18]3)[N:11]=2)=[CH:4][N:3]=1.[C:23](O)(=O)[CH3:24].[CH2:27](Cl)Cl.C(O[BH-](OC(=O)C)OC(=O)C)(=O)C.[Na+]. Product: [CH3:1][C:2]1[N:6]([CH:7]([CH3:9])[CH3:8])[C:5]([C:10]2[CH:15]=[CH:14][N:13]=[C:12]([NH:16][CH:17]3[CH2:18][CH2:19][N:20]([CH:23]([CH3:24])[CH3:27])[CH2:21][CH2:22]3)[N:11]=2)=[CH:4][N:3]=1. The catalyst class is: 21. (2) Reactant: [CH3:1][C:2]1[C:7]([CH3:8])=[CH:6][CH:5]=[CH:4][C:3]=1[C:9](O)([CH3:11])C.O.[C:14]1(C)C=CC(S(O)(=O)=O)=CC=1. Product: [CH3:8][C:7]1[CH:6]=[CH:5][CH:4]=[C:3]([CH2:9][CH:11]=[CH2:14])[C:2]=1[CH3:1]. The catalyst class is: 48. (3) Reactant: [CH3:1][O:2][C:3]1[N:8]=[C:7]([NH:9][C:10]2[CH:11]=[C:12]3[C:17](=[CH:18][CH:19]=2)[CH:16]([CH2:20][NH:21][C:22](=[O:28])[O:23][C:24]([CH3:27])([CH3:26])[CH3:25])[CH2:15][CH2:14][CH2:13]3)[C:6]([N+:29]([O-])=O)=[CH:5][CH:4]=1. Product: [NH2:29][C:6]1[C:7]([NH:9][C:10]2[CH:11]=[C:12]3[C:17](=[CH:18][CH:19]=2)[CH:16]([CH2:20][NH:21][C:22](=[O:28])[O:23][C:24]([CH3:26])([CH3:25])[CH3:27])[CH2:15][CH2:14][CH2:13]3)=[N:8][C:3]([O:2][CH3:1])=[CH:4][CH:5]=1. The catalyst class is: 50. (4) Reactant: C1C=CC2N(O)N=[N:7]C=2C=1.CCN=C=NCCCN(C)C.Cl.Cl.CCN(C(C)C)C(C)C.C[O:34][C:35](=O)[CH2:36][C:37]1[CH:76]=[CH:75][CH:74]=[CH:73][C:38]=1[CH2:39][CH2:40][C:41]1[C:46]([C:47]([F:50])([F:49])[F:48])=[CH:45][N:44]=[C:43]([NH:51][C:52]2[CH:72]=[CH:71][C:55]([C:56]([N:58]3[CH2:63][CH2:62][N:61]([C:64]([O:66][C:67]([CH3:70])([CH3:69])[CH3:68])=[O:65])[CH2:60][CH2:59]3)=[O:57])=[CH:54][CH:53]=2)[N:42]=1.C(=O)([O-])[O-].[NH4+].[NH4+]. Product: [NH2:7][C:35](=[O:34])[CH2:36][C:37]1[CH:76]=[CH:75][CH:74]=[CH:73][C:38]=1[CH2:39][CH2:40][C:41]1[C:46]([C:47]([F:50])([F:48])[F:49])=[CH:45][N:44]=[C:43]([NH:51][C:52]2[CH:72]=[CH:71][C:55]([C:56]([N:58]3[CH2:59][CH2:60][N:61]([C:64]([O:66][C:67]([CH3:68])([CH3:69])[CH3:70])=[O:65])[CH2:62][CH2:63]3)=[O:57])=[CH:54][CH:53]=2)[N:42]=1. The catalyst class is: 118.